From a dataset of Forward reaction prediction with 1.9M reactions from USPTO patents (1976-2016). Predict the product of the given reaction. (1) Given the reactants [OH:1][C:2]1[CH:7]=[CH:6][C:5]([C:8]2[CH:13]=[CH:12][C:11]([C:14]([O:16][CH2:17][CH3:18])=[O:15])=[CH:10][CH:9]=2)=[CH:4][CH:3]=1.Br[CH2:20][C:21]([O:23][CH2:24][CH3:25])=[O:22].C(=O)([O-])[O-].[K+].[K+].C(NCC)C, predict the reaction product. The product is: [CH2:24]([O:23][C:21]([CH2:20][O:1][C:2]1[CH:3]=[CH:4][C:5]([C:8]2[CH:13]=[CH:12][C:11]([C:14]([O:16][CH2:17][CH3:18])=[O:15])=[CH:10][CH:9]=2)=[CH:6][CH:7]=1)=[O:22])[CH3:25]. (2) Given the reactants [C:1]([C:3]1[C:8]2[N:9]=[C:10]([N:12]3[CH2:17][CH2:16][CH:15]([C:18]([O:20][CH2:21][CH3:22])=[O:19])[CH2:14][CH2:13]3)[O:11][C:7]=2[C:6](F)=[C:5]([C:24]2[CH:29]=[CH:28][CH:27]=[CH:26][CH:25]=2)[C:4]=1[CH3:30])#[N:2].C(N(CC)CC)C.[CH3:38][N:39]([CH3:45])[C@H:40]1[CH2:44][CH2:43][NH:42][CH2:41]1, predict the reaction product. The product is: [C:1]([C:3]1[C:8]2[N:9]=[C:10]([N:12]3[CH2:17][CH2:16][CH:15]([C:18]([O:20][CH2:21][CH3:22])=[O:19])[CH2:14][CH2:13]3)[O:11][C:7]=2[C:6]([N:42]2[CH2:43][CH2:44][C@H:40]([N:39]([CH3:45])[CH3:38])[CH2:41]2)=[C:5]([C:24]2[CH:29]=[CH:28][CH:27]=[CH:26][CH:25]=2)[C:4]=1[CH3:30])#[N:2]. (3) Given the reactants Cl[C:2]1[N:3]=[N:4][CH:5]=[C:6](Cl)[C:7]=1[Cl:8].[CH3:10][O:11][C:12]1[CH:17]=[CH:16][C:15]([CH:18]2[CH2:23][CH2:22][NH:21][CH2:20][CH2:19]2)=[CH:14][CH:13]=1.C(=O)([O-])[O-].[K+].[K+].[NH2:30][NH2:31], predict the reaction product. The product is: [Cl:8][C:7]1[C:6]([N:21]2[CH2:22][CH2:23][CH:18]([C:15]3[CH:14]=[CH:13][C:12]([O:11][CH3:10])=[CH:17][CH:16]=3)[CH2:19][CH2:20]2)=[CH:5][N:4]=[N:3][C:2]=1[NH:30][NH2:31]. (4) Given the reactants [F:1][C:2]([F:8])([F:7])[CH2:3][CH2:4][CH:5]=O.C1(N(C)C2C=CC([C:22]3C=CC=[CH:24][C:23]=3[C:28]3NN=N[N:29]=3)=CC=2NC(NC2C=CC(C(F)(F)F)=CC=2)=O)CCCCC1.[BH4-].[Na+], predict the reaction product. The product is: [F:1][C:2]([F:8])([F:7])[CH2:3][CH2:4][CH2:5][NH:29][CH2:28][C:23]([CH3:24])=[CH2:22]. (5) Given the reactants C(O[SiH](O[CH2:9][CH3:10])OCC)C.[C:11]1([C:13](=[CH:15][C:16](=[C:18]([CH:20]=1)C)C)C)[CH3:12], predict the reaction product. The product is: [C:11]1([CH:12]([C:10]2[CH:9]=[CH:18][CH:20]=[CH:11][CH:12]=2)[CH2:13][CH2:15][CH3:16])[CH:20]=[CH:18][CH:16]=[CH:15][CH:13]=1.